This data is from Forward reaction prediction with 1.9M reactions from USPTO patents (1976-2016). The task is: Predict the product of the given reaction. (1) The product is: [CH2:1]([O:8][C:9]([C:18]1[CH:23]=[CH:22][C:21]([N:24]2[CH2:29][CH2:28][N:27]([C:30](=[O:33])[CH2:31][N:49]3[C:48](=[O:53])[C:47]([C:44]4[N:43]=[CH:42][C:41]5[O:40][CH2:39][CH2:38][O:37][C:46]=5[CH:45]=4)([CH3:54])[NH:51][C:50]3=[O:52])[CH2:26][CH2:25]2)=[C:20]([CH:34]=[CH:35][CH3:36])[CH:19]=1)([C:14]([F:17])([F:16])[F:15])[C:10]([F:13])([F:12])[F:11])[C:2]1[CH:7]=[CH:6][CH:5]=[CH:4][CH:3]=1. Given the reactants [CH2:1]([O:8][C:9]([C:18]1[CH:23]=[CH:22][C:21]([N:24]2[CH2:29][CH2:28][N:27]([C:30](=[O:33])[CH2:31]Br)[CH2:26][CH2:25]2)=[C:20](/[CH:34]=[CH:35]\[CH3:36])[CH:19]=1)([C:14]([F:17])([F:16])[F:15])[C:10]([F:13])([F:12])[F:11])[C:2]1[CH:7]=[CH:6][CH:5]=[CH:4][CH:3]=1.[O:37]1[C:46]2[CH:45]=[C:44]([C:47]3([CH3:54])[NH:51][C:50](=[O:52])[NH:49][C:48]3=[O:53])[N:43]=[CH:42][C:41]=2[O:40][CH2:39][CH2:38]1, predict the reaction product. (2) Given the reactants Br[C:2]1[C:10]2[C:9]([CH3:11])=[N:8][CH:7]=[N:6][C:5]=2[N:4]([C@@H:12]2[O:18][C@H:17]([CH2:19][OH:20])[C@@H:15]([OH:16])[C@H:13]2[OH:14])[CH:3]=1.[O:21]1[C:25]2[CH:26]=[CH:27][CH:28]=[CH:29][C:24]=2[CH:23]=[C:22]1B(O)O.C([O-])([O-])=O.[Na+].[Na+].C1C=C(S([O-])(=O)=O)C=C(P(C2C=CC=C(S([O-])(=O)=O)C=2)C2C=CC=C(S([O-])(=O)=O)C=2)C=1.[Na+].[Na+].[Na+].Cl, predict the reaction product. The product is: [O:21]1[C:25]2[CH:26]=[CH:27][CH:28]=[CH:29][C:24]=2[CH:23]=[C:22]1[C:2]1[C:10]2[C:9]([CH3:11])=[N:8][CH:7]=[N:6][C:5]=2[N:4]([C@@H:12]2[O:18][C@H:17]([CH2:19][OH:20])[C@@H:15]([OH:16])[C@H:13]2[OH:14])[CH:3]=1. (3) Given the reactants [CH2:1]([O:3][C:4]([N:6]1[CH2:11][CH2:10][N:9]([C:12](=[O:29])[C@@H:13]([NH:18]C(OCC2C=CC=CC=2)=O)[CH2:14][CH:15]([F:17])[F:16])[CH2:8][CH2:7]1)=[O:5])[CH3:2], predict the reaction product. The product is: [CH2:1]([O:3][C:4]([N:6]1[CH2:11][CH2:10][N:9]([C:12](=[O:29])[C@@H:13]([NH2:18])[CH2:14][CH:15]([F:17])[F:16])[CH2:8][CH2:7]1)=[O:5])[CH3:2]. (4) The product is: [C:11]([O:10][C:9]([NH:8][C:6]1[CH:7]=[C:2](/[CH:31]=[CH:32]/[C:33]([O:35][CH2:36][CH3:37])=[O:34])[CH:3]=[CH:4][C:5]=1[Cl:16])=[O:15])([CH3:14])([CH3:13])[CH3:12]. Given the reactants Br[C:2]1[CH:3]=[CH:4][C:5]([Cl:16])=[C:6]([NH:8][C:9](=[O:15])[O:10][C:11]([CH3:14])([CH3:13])[CH3:12])[CH:7]=1.C([O-])([O-])=O.[K+].[K+].CC1(C)C(C)(C)OB(/[CH:31]=[CH:32]/[C:33]([O:35][CH2:36][CH3:37])=[O:34])O1, predict the reaction product. (5) Given the reactants BrCCCC[N:6]1[C:10]2[CH:11]=[CH:12][CH:13]=[CH:14][C:9]=2[N:8]=[C:7]1[C:15]1[CH:20]=[CH:19][CH:18]=[CH:17][C:16]=1[F:21].[OH:22][C:23]1[C:28]([CH3:29])=[C:27]([OH:30])[CH:26]=[CH:25][C:24]=1[C:31](=[O:36])[CH2:32][CH:33]([CH3:35])[CH3:34], predict the reaction product. The product is: [F:21][C:16]1[CH:17]=[CH:18][CH:19]=[CH:20][C:15]=1[C:7]1[N:6]([O:22][CH2:23][CH2:24][CH2:25][CH2:26][O:30][C:27]2[CH:26]=[CH:25][C:24]([C:31](=[O:36])[CH2:32][CH:33]([CH3:34])[CH3:35])=[C:23]([OH:22])[C:28]=2[CH3:29])[C:10]2[CH:11]=[CH:12][CH:13]=[CH:14][C:9]=2[N:8]=1. (6) Given the reactants COC1C=CC(C[N:8]([CH2:30][C:31]2[N:32]=[N:33][N:34]([CH3:36])[CH:35]=2)[C:9]2[C:10](=[O:29])[N:11]([CH3:28])[N:12]=[C:13]([O:15][CH2:16][C@H:17]3[CH2:19][C@@H:18]3[C:20]3[CH:25]=[CH:24][C:23]([O:26][CH3:27])=[CH:22][N:21]=3)[CH:14]=2)=CC=1.C([O-])(O)=O.[Na+].[C:44]([OH:50])([C:46]([F:49])([F:48])[F:47])=[O:45], predict the reaction product. The product is: [CH3:27][O:26][C:23]1[CH:24]=[CH:25][C:20]([C@H:18]2[CH2:19][C@@H:17]2[CH2:16][O:15][C:13]2[CH:14]=[C:9]([NH:8][CH2:30][C:31]3[N:32]=[N:33][N:34]([CH3:36])[CH:35]=3)[C:10](=[O:29])[N:11]([CH3:28])[N:12]=2)=[N:21][CH:22]=1.[C:44]([OH:50])([C:46]([F:49])([F:48])[F:47])=[O:45].